Dataset: Catalyst prediction with 721,799 reactions and 888 catalyst types from USPTO. Task: Predict which catalyst facilitates the given reaction. (1) Reactant: [F:1][C:2]([F:45])([F:44])[C:3]1[CH:4]=[C:5]([CH:37]=[C:38]([C:40]([F:43])([F:42])[F:41])[CH:39]=1)[CH2:6][N:7]([CH2:25][C:26]1[NH:27][C:28](=[O:36])[C:29]2[C:34]([CH:35]=1)=[CH:33][CH:32]=[CH:31][CH:30]=2)[C:8]1[N:13]=[CH:12][C:11]([N:14]2[CH2:19][CH2:18][CH:17]([C:20]([O:22]CC)=[O:21])[CH2:16][CH2:15]2)=[CH:10][N:9]=1.[OH-].[Na+].O.Cl. Product: [F:45][C:2]([F:1])([F:44])[C:3]1[CH:4]=[C:5]([CH:37]=[C:38]([C:40]([F:42])([F:43])[F:41])[CH:39]=1)[CH2:6][N:7]([CH2:25][C:26]1[NH:27][C:28](=[O:36])[C:29]2[C:34]([CH:35]=1)=[CH:33][CH:32]=[CH:31][CH:30]=2)[C:8]1[N:13]=[CH:12][C:11]([N:14]2[CH2:15][CH2:16][CH:17]([C:20]([OH:22])=[O:21])[CH2:18][CH2:19]2)=[CH:10][N:9]=1. The catalyst class is: 8. (2) Product: [S:8]1[CH:9]=[CH:10][C:6]([C:4](=[O:5])[CH:12]=[CH2:13])=[CH:7]1. Reactant: CON(C)[C:4]([C:6]1[CH:10]=[CH:9][S:8][CH:7]=1)=[O:5].[CH:12]([Mg]Br)=[CH2:13].Cl. The catalyst class is: 7.